Dataset: Reaction yield outcomes from USPTO patents with 853,638 reactions. Task: Predict the reaction yield, written as a fraction of the theoretical maximum amount of product (1.0 means a 100% yield; for example, 0.34 means a 34% yield). (1) The reactants are [C:1]1([S:7]([N:10]2[C:14]3=[N:15][CH:16]=[CH:17][CH:18]=[C:13]3[CH:12]=[C:11]2[C:19](OS(C2C=CC(C)=CC=2)(=O)=O)=[CH:20][CH:21]([CH3:23])[CH3:22])(=[O:9])=[O:8])[CH:6]=[CH:5][CH:4]=[CH:3][CH:2]=1.[C:35]([C:38]1[CH:39]=[C:40](B(O)O)[CH:41]=[CH:42][CH:43]=1)(=[O:37])[CH3:36].C(=O)([O-])[O-].[Na+].[Na+]. The catalyst is O1CCOCC1.C(OCC)(=O)C.Cl[Pd](Cl)([P](C1C=CC=CC=1)(C1C=CC=CC=1)C1C=CC=CC=1)[P](C1C=CC=CC=1)(C1C=CC=CC=1)C1C=CC=CC=1. The product is [CH3:22][CH:21]([CH3:23])[CH:20]=[C:19]([C:42]1[CH:43]=[C:38]([C:35](=[O:37])[CH3:36])[CH:39]=[CH:40][CH:41]=1)[C:11]1[N:10]([S:7]([C:1]2[CH:2]=[CH:3][CH:4]=[CH:5][CH:6]=2)(=[O:8])=[O:9])[C:14]2=[N:15][CH:16]=[CH:17][CH:18]=[C:13]2[CH:12]=1. The yield is 0.563. (2) The reactants are [CH2:1]([NH:3][C:4](=[O:15])[NH:5][O:6][CH2:7][C:8]([O:10]C(C)(C)C)=[O:9])[CH3:2].Cl.O1CCOCC1. No catalyst specified. The product is [CH2:1]([NH:3][C:4](=[O:15])[NH:5][O:6][CH2:7][C:8]([OH:10])=[O:9])[CH3:2]. The yield is 1.00.